From a dataset of Forward reaction prediction with 1.9M reactions from USPTO patents (1976-2016). Predict the product of the given reaction. Given the reactants [CH3:1][O:2][C:3]1[CH:8]=[CH:7][C:6]([NH:9][C:10](=[NH:19])[C:11]2[CH:16]=[CH:15][C:14]([O:17][CH3:18])=[CH:13][CH:12]=2)=[CH:5][CH:4]=1.Cl[CH:21]=[CH:22][C:23]#[N:24].C(N(CC)C(C)C)(C)C, predict the reaction product. The product is: [C:23]([CH:22]1[CH2:21][N:9]([C:6]2[CH:5]=[CH:4][C:3]([O:2][CH3:1])=[CH:8][CH:7]=2)[C:10]([C:11]2[CH:16]=[CH:15][C:14]([O:17][CH3:18])=[CH:13][CH:12]=2)=[N:19]1)#[N:24].